Predict the product of the given reaction. From a dataset of Forward reaction prediction with 1.9M reactions from USPTO patents (1976-2016). Given the reactants [C:1]([NH:4][CH2:5][C:6]1[CH:7]=[C:8]([N:15]2[CH2:20][CH2:19][N:18]([C:21]([O:23][C:24]([CH3:27])([CH3:26])[CH3:25])=[O:22])[CH2:17][CH2:16]2)[CH:9]=[CH:10][C:11]=1[N+:12]([O-])=O)(=[O:3])[CH3:2], predict the reaction product. The product is: [C:1]([NH:4][CH2:5][C:6]1[CH:7]=[C:8]([N:15]2[CH2:20][CH2:19][N:18]([C:21]([O:23][C:24]([CH3:27])([CH3:26])[CH3:25])=[O:22])[CH2:17][CH2:16]2)[CH:9]=[CH:10][C:11]=1[NH2:12])(=[O:3])[CH3:2].